This data is from Catalyst prediction with 721,799 reactions and 888 catalyst types from USPTO. The task is: Predict which catalyst facilitates the given reaction. (1) Reactant: [F-].C([N+](CCCC)(CCCC)CCCC)CCC.[Cl:19][C:20]1[CH:25]=[CH:24][C:23]([CH:26]([C:28]2[S:29][CH:30]=[C:31]([Si](C)(C)C)[N:32]=2)[OH:27])=[C:22]([O:37][CH3:38])[CH:21]=1. Product: [Cl:19][C:20]1[CH:25]=[CH:24][C:23]([CH:26]([C:28]2[S:29][CH:30]=[CH:31][N:32]=2)[OH:27])=[C:22]([O:37][CH3:38])[CH:21]=1. The catalyst class is: 1. (2) Reactant: [CH3:1][O:2][C:3](=[O:19])[CH:4]([N:11]1[C:16](=[O:17])[CH:15]=[C:14](I)[CH:13]=[N:12]1)[CH2:5][CH:6]1[CH2:10][CH2:9][CH2:8][CH2:7]1.[F:20][C:21]1[C:22]([OH:27])=[N:23][CH:24]=[CH:25][CH:26]=1.C(=O)([O-])[O-].[K+].[K+]. Product: [CH3:1][O:2][C:3](=[O:19])[CH:4]([N:11]1[C:16](=[O:17])[CH:15]=[C:14]([O:27][C:22]2[C:21]([F:20])=[CH:26][CH:25]=[CH:24][N:23]=2)[CH:13]=[N:12]1)[CH2:5][CH:6]1[CH2:10][CH2:9][CH2:8][CH2:7]1. The catalyst class is: 9. (3) Product: [CH3:13][C:4]1([CH3:14])[O:3][B:2]([OH:1])[C:6]2[CH:7]=[C:8](/[CH:11]=[CH:15]/[N+:16]([O-:18])=[O:17])[CH:9]=[CH:10][C:5]1=2. Reactant: [OH:1][B:2]1[C:6]2[CH:7]=[C:8]([CH:11]=O)[CH:9]=[CH:10][C:5]=2[C:4]([CH3:14])([CH3:13])[O:3]1.[CH3:15][N+:16]([O-:18])=[O:17].CC(=O)OCC. The catalyst class is: 313. (4) Reactant: [C:1]1([C:7]2[CH:8]=[C:9]3[C:13](=[C:14]([C:16]([NH2:18])=[O:17])[CH:15]=2)[NH:12][CH:11]=[C:10]3[CH:19]2[CH2:24][CH2:23][NH:22][CH2:21][CH2:20]2)[CH:6]=[CH:5][CH:4]=[CH:3][CH:2]=1.[CH3:25][N:26]1[CH:30]=[C:29]([S:31](Cl)(=[O:33])=[O:32])[N:28]=[CH:27]1.C(N(CC)CC)C. Product: [CH3:25][N:26]1[CH:30]=[C:29]([S:31]([N:22]2[CH2:23][CH2:24][CH:19]([C:10]3[C:9]4[C:13](=[C:14]([C:16]([NH2:18])=[O:17])[CH:15]=[C:7]([C:1]5[CH:2]=[CH:3][CH:4]=[CH:5][CH:6]=5)[CH:8]=4)[NH:12][CH:11]=3)[CH2:20][CH2:21]2)(=[O:33])=[O:32])[N:28]=[CH:27]1. The catalyst class is: 2. (5) Reactant: C[O:2][C:3](=O)[C:4]1[CH:9]=[CH:8][C:7]([NH:10][C:11](=[O:31])[CH:12]([C:19]2[CH:24]=[CH:23][C:22]([C:25]3[CH:30]=[CH:29][CH:28]=[CH:27][CH:26]=3)=[CH:21][CH:20]=2)[CH2:13][CH:14]2[CH2:18][CH2:17][CH2:16][CH2:15]2)=[N:6][CH:5]=1.[H-].[Al+3].[Li+].[H-].[H-].[H-]. Product: [C:22]1([C:25]2[CH:30]=[CH:29][CH:28]=[CH:27][CH:26]=2)[CH:21]=[CH:20][C:19]([CH:12]([CH2:13][CH:14]2[CH2:18][CH2:17][CH2:16][CH2:15]2)[C:11]([NH:10][C:7]2[CH:8]=[CH:9][C:4]([CH2:3][OH:2])=[CH:5][N:6]=2)=[O:31])=[CH:24][CH:23]=1. The catalyst class is: 27. (6) Reactant: C[N:2](C)[C:3]([CH3:24])=[CH:4][C:5]([C:7]1[C:12](=[O:13])[CH:11]=[CH:10][N:9]([C:14]2[CH:19]=[CH:18][CH:17]=[C:16]([C:20]([F:23])([F:22])[F:21])[CH:15]=2)[N:8]=1)=O.[C:26]1([NH:32]N)[CH:31]=[CH:30][CH:29]=[CH:28][CH:27]=1. Product: [CH3:24][C:3]1[CH:4]=[C:5]([C:7]2[C:12](=[O:13])[CH:11]=[CH:10][N:9]([C:14]3[CH:19]=[CH:18][CH:17]=[C:16]([C:20]([F:23])([F:22])[F:21])[CH:15]=3)[N:8]=2)[N:32]([C:26]2[CH:31]=[CH:30][CH:29]=[CH:28][CH:27]=2)[N:2]=1. The catalyst class is: 15. (7) Reactant: [H-].[H-].[H-].[H-].[Li+].[Al+3].[N:7]([CH2:10][C@:11]([C:14]1[CH:19]=[C:18]([Br:20])[CH:17]=[CH:16][C:15]=1[F:21])([OH:13])[CH3:12])=[N+]=[N-]. Product: [NH2:7][CH2:10][C@:11]([C:14]1[CH:19]=[C:18]([Br:20])[CH:17]=[CH:16][C:15]=1[F:21])([OH:13])[CH3:12]. The catalyst class is: 1. (8) Product: [F:21][C:20]([F:23])([F:22])[CH2:19][O:11][C:6]1[CH:7]=[C:8]([CH3:10])[CH:9]=[C:4]([CH3:3])[C:5]=1[CH2:12][CH:13]=[CH2:14]. The catalyst class is: 264. Reactant: [OH-].[Na+].[CH3:3][C:4]1[C:5]([CH2:12][CH:13]=[CH2:14])=[C:6]([OH:11])[CH:7]=[C:8]([CH3:10])[CH:9]=1.S(C1C=CC(C)=CC=1)(O[CH2:19][C:20]([F:23])([F:22])[F:21])(=O)=O.Cl.